Dataset: TCR-epitope binding with 47,182 pairs between 192 epitopes and 23,139 TCRs. Task: Binary Classification. Given a T-cell receptor sequence (or CDR3 region) and an epitope sequence, predict whether binding occurs between them. (1) The epitope is GILGFVFTL. The TCR CDR3 sequence is CASSPPFVGGHGYTF. Result: 1 (the TCR binds to the epitope). (2) The TCR CDR3 sequence is CASSDQNGNIQYF. Result: 0 (the TCR does not bind to the epitope). The epitope is NLVPMVATV. (3) The epitope is VLWAHGFEL. The TCR CDR3 sequence is CASSLVAAGELFF. Result: 1 (the TCR binds to the epitope). (4) The epitope is PROT_97E67BCC. The TCR CDR3 sequence is CASSLGWGAGGETQYF. Result: 0 (the TCR does not bind to the epitope). (5) The epitope is LQPFPQPELPYPQPQ. The TCR CDR3 sequence is CASSYVQGSGELFF. Result: 0 (the TCR does not bind to the epitope). (6) The epitope is ATVVIGTSK. The TCR CDR3 sequence is CASSFRGGGMDEQYF. Result: 0 (the TCR does not bind to the epitope). (7) The epitope is LEPLVDLPI. The TCR CDR3 sequence is CASSPGQEILLNTGELFF. Result: 1 (the TCR binds to the epitope).